From a dataset of Merck oncology drug combination screen with 23,052 pairs across 39 cell lines. Regression. Given two drug SMILES strings and cell line genomic features, predict the synergy score measuring deviation from expected non-interaction effect. (1) Drug 1: CCC1=CC2CN(C1)Cc1c([nH]c3ccccc13)C(C(=O)OC)(c1cc3c(cc1OC)N(C)C1C(O)(C(=O)OC)C(OC(C)=O)C4(CC)C=CCN5CCC31C54)C2. Drug 2: COC1CC2CCC(C)C(O)(O2)C(=O)C(=O)N2CCCCC2C(=O)OC(C(C)CC2CCC(OP(C)(C)=O)C(OC)C2)CC(=O)C(C)C=C(C)C(O)C(OC)C(=O)C(C)CC(C)C=CC=CC=C1C. Cell line: MDAMB436. Synergy scores: synergy=12.5. (2) Drug 1: Nc1ccn(C2OC(CO)C(O)C2(F)F)c(=O)n1. Drug 2: CCN(CC)CCNC(=O)c1c(C)[nH]c(C=C2C(=O)Nc3ccc(F)cc32)c1C. Cell line: SW620. Synergy scores: synergy=-1.34. (3) Drug 1: O=P1(N(CCCl)CCCl)NCCCO1. Drug 2: CS(=O)(=O)CCNCc1ccc(-c2ccc3ncnc(Nc4ccc(OCc5cccc(F)c5)c(Cl)c4)c3c2)o1. Cell line: UWB1289BRCA1. Synergy scores: synergy=-2.10. (4) Drug 1: COc1cc(C2c3cc4c(cc3C(OC3OC5COC(C)OC5C(O)C3O)C3COC(=O)C23)OCO4)cc(OC)c1O. Drug 2: C#Cc1cccc(Nc2ncnc3cc(OCCOC)c(OCCOC)cc23)c1. Cell line: T47D. Synergy scores: synergy=-9.41. (5) Drug 1: CN1C(=O)C=CC2(C)C3CCC4(C)C(NC(=O)OCC(F)(F)F)CCC4C3CCC12. Drug 2: Cn1cc(-c2cnn3c(N)c(Br)c(C4CCCNC4)nc23)cn1. Cell line: UWB1289BRCA1. Synergy scores: synergy=-11.4. (6) Drug 1: C#Cc1cccc(Nc2ncnc3cc(OCCOC)c(OCCOC)cc23)c1. Drug 2: Cc1nc(Nc2ncc(C(=O)Nc3c(C)cccc3Cl)s2)cc(N2CCN(CCO)CC2)n1. Cell line: NCIH520. Synergy scores: synergy=48.9.